This data is from Peptide-MHC class I binding affinity with 185,985 pairs from IEDB/IMGT. The task is: Regression. Given a peptide amino acid sequence and an MHC pseudo amino acid sequence, predict their binding affinity value. This is MHC class I binding data. (1) The peptide sequence is SDYLELDTL. The MHC is Patr-B2401 with pseudo-sequence Patr-B2401. The binding affinity (normalized) is 0.607. (2) The peptide sequence is VSRRGDLET. The MHC is HLA-B15:01 with pseudo-sequence HLA-B15:01. The binding affinity (normalized) is 0. (3) The MHC is HLA-A23:01 with pseudo-sequence HLA-A23:01. The binding affinity (normalized) is 0.00371. The peptide sequence is LSSGEPHCA. (4) The peptide sequence is ATFSRPGSL. The MHC is HLA-B07:02 with pseudo-sequence HLA-B07:02. The binding affinity (normalized) is 0.400. (5) The peptide sequence is MVDELVTRK. The MHC is HLA-A11:01 with pseudo-sequence HLA-A11:01. The binding affinity (normalized) is 0.531.